Dataset: Forward reaction prediction with 1.9M reactions from USPTO patents (1976-2016). Task: Predict the product of the given reaction. (1) The product is: [F:1][C:2]1[CH:3]=[C:4]2[C:9](=[C:10]([O:12][Si:13]([CH:20]([CH3:22])[CH3:21])([CH:17]([CH3:19])[CH3:18])[CH:14]([CH3:16])[CH3:15])[CH:11]=1)[N:8]=[C:7]([CH:23]=[N:26][NH:25][C:27]1[CH:32]=[CH:31][CH:30]=[CH:29][N:28]=1)[CH:6]=[CH:5]2. Given the reactants [F:1][C:2]1[CH:3]=[C:4]2[C:9](=[C:10]([O:12][Si:13]([CH:20]([CH3:22])[CH3:21])([CH:17]([CH3:19])[CH3:18])[CH:14]([CH3:16])[CH3:15])[CH:11]=1)[N:8]=[C:7]([CH:23]=O)[CH:6]=[CH:5]2.[NH:25]([C:27]1[CH:32]=[CH:31][CH:30]=[CH:29][N:28]=1)[NH2:26], predict the reaction product. (2) Given the reactants [CH3:1][Mg]Cl.[O:4]=[C:5]1[CH2:10][CH2:9][N:8]([C:11]([O:13][CH2:14][C:15]2[CH:20]=[CH:19][CH:18]=[CH:17][CH:16]=2)=[O:12])[CH2:7][CH2:6]1.[Cl-].[NH4+], predict the reaction product. The product is: [OH:4][C:5]1([CH3:1])[CH2:6][CH2:7][N:8]([C:11]([O:13][CH2:14][C:15]2[CH:20]=[CH:19][CH:18]=[CH:17][CH:16]=2)=[O:12])[CH2:9][CH2:10]1. (3) Given the reactants [Br:1]Br.[F:3][C:4]([F:20])([F:19])[C:5]1[CH:10]=[CH:9][C:8]([S:11]([N:14]2[CH:18]=[CH:17][CH:16]=[CH:15]2)(=[O:13])=[O:12])=[CH:7][CH:6]=1.[OH-].[Na+], predict the reaction product. The product is: [Br:1][C:16]1[CH:17]=[CH:18][N:14]([S:11]([C:8]2[CH:7]=[CH:6][C:5]([C:4]([F:3])([F:19])[F:20])=[CH:10][CH:9]=2)(=[O:13])=[O:12])[CH:15]=1. (4) Given the reactants [F:1][C:2]1[CH:21]=[C:20]([S:22]([CH3:25])(=[O:24])=[O:23])[CH:19]=[CH:18][C:3]=1[O:4][CH2:5][C:6]1[CH:11]=[CH:10][CH:9]=[C:8]([CH:12]2[CH2:17][CH2:16][NH:15][CH2:14][CH2:13]2)[N:7]=1.Cl[C:27]1[N:32]=[CH:31][CH:30]=[CH:29][N:28]=1.C([O-])([O-])=O.[K+].[K+].[C:39](#N)[CH3:40], predict the reaction product. The product is: [CH2:39]([C:30]1[CH:29]=[N:28][C:27]([N:15]2[CH2:14][CH2:13][CH:12]([C:8]3[CH:9]=[CH:10][CH:11]=[C:6]([CH2:5][O:4][C:3]4[CH:18]=[CH:19][C:20]([S:22]([CH3:25])(=[O:24])=[O:23])=[CH:21][C:2]=4[F:1])[N:7]=3)[CH2:17][CH2:16]2)=[N:32][CH:31]=1)[CH3:40]. (5) Given the reactants [H-].[Al+3].[Li+].[H-].[H-].[H-].[C:7]([N:15]1[CH2:28][CH2:27][C:26]2[C:25]3[CH:24]=[C:23]([C:29]4[CH:34]=[CH:33][C:32]([O:35][CH3:36])=[CH:31][CH:30]=4)[CH:22]=[CH:21][C:20]=3[NH:19][C:18]=2[CH2:17][CH2:16]1)(=O)[C:8]1[CH:13]=[CH:12][CH:11]=[CH:10][CH:9]=1, predict the reaction product. The product is: [CH2:7]([N:15]1[CH2:28][CH2:27][C:26]2[C:25]3[CH:24]=[C:23]([C:29]4[CH:30]=[CH:31][C:32]([O:35][CH3:36])=[CH:33][CH:34]=4)[CH:22]=[CH:21][C:20]=3[NH:19][C:18]=2[CH2:17][CH2:16]1)[C:8]1[CH:9]=[CH:10][CH:11]=[CH:12][CH:13]=1. (6) Given the reactants C[O:2][C:3](=[O:32])[CH2:4][CH2:5][CH2:6][N:7]1[CH2:11][CH2:10][CH2:9][C@H:8]1[CH2:12][O:13][C:14]1[CH:19]=[CH:18][C:17]([CH2:20][C:21]2[CH:26]=[CH:25][C:24]([C:27]3[CH:31]=[CH:30][S:29][CH:28]=3)=[CH:23][CH:22]=2)=[CH:16][CH:15]=1.[OH-].[Na+:34], predict the reaction product. The product is: [Na+:34].[S:29]1[CH:30]=[CH:31][C:27]([C:24]2[CH:23]=[CH:22][C:21]([CH2:20][C:17]3[CH:18]=[CH:19][C:14]([O:13][CH2:12][C@@H:8]4[CH2:9][CH2:10][CH2:11][N:7]4[CH2:6][CH2:5][CH2:4][C:3]([O-:32])=[O:2])=[CH:15][CH:16]=3)=[CH:26][CH:25]=2)=[CH:28]1. (7) Given the reactants [Br:1][C:2]1[CH:3]=[C:4]2[C:8](=[N:9][CH:10]=1)[NH:7][CH:6]=[CH:5]2.[F:11][CH:12]([F:26])[O:13][C:14]1[CH:15]=[C:16]([CH:19]=[C:20]([O:22][CH:23]([F:25])[F:24])[CH:21]=1)[CH:17]=[O:18].[OH-].[K+].O, predict the reaction product. The product is: [F:11][CH:12]([F:26])[O:13][C:14]1[CH:15]=[C:16]([CH:17]([C:5]2[C:4]3[C:8](=[N:9][CH:10]=[C:2]([Br:1])[CH:3]=3)[NH:7][CH:6]=2)[OH:18])[CH:19]=[C:20]([O:22][CH:23]([F:24])[F:25])[CH:21]=1. (8) The product is: [CH2:1]([NH:8][C:9](=[O:18])[NH:10][CH2:11][C:12]1([C:15]([NH:40][C@@H:41]([CH2:64][C:65]2[CH:70]=[CH:69][C:68]([O:71][C:72]([CH3:74])([CH3:73])[CH3:75])=[CH:67][CH:66]=2)[C:42]([N:44]([CH2:56][CH:57]([O:61][CH2:62][CH3:63])[O:58][CH2:59][CH3:60])[CH2:45][C:46]2[C:55]3[C:50](=[CH:51][CH:52]=[CH:53][CH:54]=3)[CH:49]=[CH:48][CH:47]=2)=[O:43])=[O:17])[CH2:13][CH2:14]1)[C:2]1[CH:3]=[CH:4][CH:5]=[CH:6][CH:7]=1. Given the reactants [CH2:1]([NH:8][C:9](=[O:18])[NH:10][CH2:11][C:12]1([C:15]([OH:17])=O)[CH2:14][CH2:13]1)[C:2]1[CH:7]=[CH:6][CH:5]=[CH:4][CH:3]=1.OC1C2N=NNC=2C=CC=1.C(N=C=NCCCN(C)C)C.[NH2:40][C@@H:41]([CH2:64][C:65]1[CH:70]=[CH:69][C:68]([O:71][C:72]([CH3:75])([CH3:74])[CH3:73])=[CH:67][CH:66]=1)[C:42]([N:44]([CH2:56][CH:57]([O:61][CH2:62][CH3:63])[O:58][CH2:59][CH3:60])[CH2:45][C:46]1[C:55]2[C:50](=[CH:51][CH:52]=[CH:53][CH:54]=2)[CH:49]=[CH:48][CH:47]=1)=[O:43], predict the reaction product. (9) Given the reactants Cl.C(N=C=NCCCN(C)C)C.OC1C2N=NNC=2C=CC=1.[Cl:23][C:24]1[CH:25]=[C:26]([C:34]([OH:36])=O)[CH:27]=[N:28][C:29]=1[O:30][CH:31]([CH3:33])[CH3:32].O[NH:38][C:39](=[NH:58])[C:40]1[CH:49]=[CH:48][CH:47]=[C:46]2[C:41]=1[CH:42]=[CH:43][N:44]=[C:45]2[CH2:50][CH2:51][CH2:52][C:53]([O:55][CH2:56][CH3:57])=[O:54].[F-].C([N+](CCCC)(CCCC)CCCC)CCC, predict the reaction product. The product is: [Cl:23][C:24]1[CH:25]=[C:26]([C:34]2[O:36][N:58]=[C:39]([C:40]3[CH:49]=[CH:48][CH:47]=[C:46]4[C:41]=3[CH:42]=[CH:43][N:44]=[C:45]4[CH2:50][CH2:51][CH2:52][C:53]([O:55][CH2:56][CH3:57])=[O:54])[N:38]=2)[CH:27]=[N:28][C:29]=1[O:30][CH:31]([CH3:32])[CH3:33]. (10) The product is: [CH3:26][C:27]1[N:31]([CH:32]2[CH2:33][CH2:34][N:35]([CH2:12][C:11]3[CH:14]=[CH:15][C:8]([C:6]4[N:7]=[C:2]([NH2:1])[C:3]([N+:22]([O-:24])=[O:23])=[CH:4][C:5]=4[C:16]4[CH:21]=[CH:20][CH:19]=[CH:18][CH:17]=4)=[CH:9][CH:10]=3)[CH2:36][CH2:37]2)[C:30]2[CH:38]=[CH:39][CH:40]=[CH:41][C:29]=2[N:28]=1. Given the reactants [NH2:1][C:2]1[N:7]=[C:6]([C:8]2[CH:15]=[CH:14][C:11]([CH:12]=O)=[CH:10][CH:9]=2)[C:5]([C:16]2[CH:21]=[CH:20][CH:19]=[CH:18][CH:17]=2)=[CH:4][C:3]=1[N+:22]([O-:24])=[O:23].Cl.[CH3:26][C:27]1[N:31]([CH:32]2[CH2:37][CH2:36][NH:35][CH2:34][CH2:33]2)[C:30]2[CH:38]=[CH:39][CH:40]=[CH:41][C:29]=2[N:28]=1.[BH-](OC(C)=O)(OC(C)=O)OC(C)=O.[Na+].C(N(CC)CC)C.C(O)(=O)C, predict the reaction product.